From a dataset of Full USPTO retrosynthesis dataset with 1.9M reactions from patents (1976-2016). Predict the reactants needed to synthesize the given product. (1) Given the product [Br:54][C:12]1[N:11]=[CH:10][C:9]([O:21][CH3:22])=[C:8]2[C:13]=1[CH2:14][CH2:15][N:6]([CH2:5][C:4]1[CH:24]=[CH:25][C:26]([F:27])=[C:2]([Cl:1])[CH:3]=1)[C:7]2=[O:23], predict the reactants needed to synthesize it. The reactants are: [Cl:1][C:2]1[CH:3]=[C:4]([CH:24]=[CH:25][C:26]=1[F:27])[CH2:5][N:6]1[CH2:15][CH2:14][C:13]2[C:8](=[C:9]([O:21][CH3:22])[C:10](=O)[N:11](C)[C:12]=2C(O)=O)[C:7]1=[O:23].C(Cl)(=O)C(Cl)=O.CC(N=NC(C#N)(C)C)(C#N)C.[N+]1([O-])C(S)=CC=CC=1.[Br:54]C(Cl)(Cl)Cl. (2) Given the product [CH3:12][O:13][C:14]1[CH:19]=[C:18]([C:2]2[C:7]([CH3:8])=[CH:6][C:5]([N+:9]([O-:11])=[O:10])=[CH:4][N:3]=2)[CH:17]=[CH:16][CH:15]=1, predict the reactants needed to synthesize it. The reactants are: Br[C:2]1[C:7]([CH3:8])=[CH:6][C:5]([N+:9]([O-:11])=[O:10])=[CH:4][N:3]=1.[CH3:12][O:13][C:14]1[CH:15]=[C:16](B(O)O)[CH:17]=[CH:18][CH:19]=1. (3) Given the product [C:13]([C:2]1[CH:3]=[CH:4][C:5]([C:8]([O:10][CH3:11])=[O:9])=[N:6][CH:7]=1)#[N:14], predict the reactants needed to synthesize it. The reactants are: Br[C:2]1[CH:3]=[CH:4][C:5]([C:8]([O:10][CH3:11])=[O:9])=[N:6][CH:7]=1.[Cu](C#N)[C:13]#[N:14].O. (4) Given the product [CH3:1][O:2][C:3]1[CH:8]=[C:7]([CH:6]=[CH:5][C:4]=1[N:12]1[CH2:13][CH2:14][CH:15]([N:18]2[CH2:19][CH2:20][O:21][CH2:22][CH2:23]2)[CH2:16][CH2:17]1)[NH2:9], predict the reactants needed to synthesize it. The reactants are: [CH3:1][O:2][C:3]1[CH:8]=[C:7]([N+:9]([O-])=O)[CH:6]=[CH:5][C:4]=1[N:12]1[CH2:17][CH2:16][CH:15]([N:18]2[CH2:23][CH2:22][O:21][CH2:20][CH2:19]2)[CH2:14][CH2:13]1.